From a dataset of CYP2C19 inhibition data for predicting drug metabolism from PubChem BioAssay. Regression/Classification. Given a drug SMILES string, predict its absorption, distribution, metabolism, or excretion properties. Task type varies by dataset: regression for continuous measurements (e.g., permeability, clearance, half-life) or binary classification for categorical outcomes (e.g., BBB penetration, CYP inhibition). Dataset: cyp2c19_veith. The molecule is CCOc1ccc(-c2nn(-c3ccccc3)cc2/C=C(\C#N)S(=O)(=O)c2ccccc2)cc1C. The result is 0 (non-inhibitor).